From a dataset of Catalyst prediction with 721,799 reactions and 888 catalyst types from USPTO. Predict which catalyst facilitates the given reaction. (1) Reactant: [Si:1](Cl)([C:14]([CH3:17])([CH3:16])[CH3:15])([C:8]1[CH:13]=[CH:12][CH:11]=[CH:10][CH:9]=1)[C:2]1[CH:7]=[CH:6][CH:5]=[CH:4][CH:3]=1.[OH:19][CH2:20][C:21](=[CH2:24])[CH2:22][OH:23]. Product: [Si:1]([O:19][CH2:20][C:21](=[CH2:24])[CH2:22][OH:23])([C:14]([CH3:17])([CH3:16])[CH3:15])([C:8]1[CH:13]=[CH:12][CH:11]=[CH:10][CH:9]=1)[C:2]1[CH:7]=[CH:6][CH:5]=[CH:4][CH:3]=1. The catalyst class is: 112. (2) Reactant: [CH2:1]([N:8]1[CH2:16][C:15]2([NH2:17])[CH:10]([CH2:11][CH2:12][CH2:13][CH2:14]2)[CH2:9]1)[C:2]1[CH:7]=[CH:6][CH:5]=[CH:4][CH:3]=1.[C:18](O[C:18]([O:20][C:21]([CH3:24])([CH3:23])[CH3:22])=[O:19])([O:20][C:21]([CH3:24])([CH3:23])[CH3:22])=[O:19].O. Product: [CH2:1]([N:8]1[CH2:16][C:15]2([NH:17][C:18](=[O:19])[O:20][C:21]([CH3:24])([CH3:23])[CH3:22])[CH:10]([CH2:11][CH2:12][CH2:13][CH2:14]2)[CH2:9]1)[C:2]1[CH:3]=[CH:4][CH:5]=[CH:6][CH:7]=1. The catalyst class is: 13.